From a dataset of Forward reaction prediction with 1.9M reactions from USPTO patents (1976-2016). Predict the product of the given reaction. Given the reactants [C:1]([CH2:3][C:4]1[C:5]([C:10]#[N:11])=[CH:6][CH:7]=[CH:8][CH:9]=1)#[N:2].[OH-].[Na+].[CH2:14](Br)[CH2:15][CH2:16][CH2:17]Br, predict the reaction product. The product is: [C:1]([C:3]1([C:4]2[CH:9]=[CH:8][CH:7]=[CH:6][C:5]=2[C:10]#[N:11])[CH2:17][CH2:16][CH2:15][CH2:14]1)#[N:2].